Dataset: Forward reaction prediction with 1.9M reactions from USPTO patents (1976-2016). Task: Predict the product of the given reaction. (1) Given the reactants [N:1]1[CH:6]=[CH:5][C:4]([C:7]2[S:11][C:10]([C:12]([OH:14])=O)=[CH:9][CH:8]=2)=[CH:3][CH:2]=1.[N:15]1[CH:20]=[CH:19][C:18]([CH2:21][NH2:22])=[CH:17][CH:16]=1, predict the reaction product. The product is: [N:1]1[CH:2]=[CH:3][C:4]([C:7]2[S:11][C:10]([C:12]([NH:22][CH2:21][C:18]3[CH:19]=[CH:20][N:15]=[CH:16][CH:17]=3)=[O:14])=[CH:9][CH:8]=2)=[CH:5][CH:6]=1. (2) The product is: [Br:20][C:8]1[C:9]([NH2:12])=[N:10][CH:11]=[C:6]([CH2:5][CH2:4][O:3][CH2:1][CH3:2])[N:7]=1. Given the reactants [CH2:1]([O:3][CH2:4][CH2:5][C:6]1[N:7]=[CH:8][C:9]([NH2:12])=[N:10][CH:11]=1)[CH3:2].C1C(=O)N([Br:20])C(=O)C1, predict the reaction product. (3) Given the reactants [F:1][C:2]1[CH:7]=[CH:6][CH:5]=[C:4]([F:8])[C:3]=1[OH:9].[Br:10][CH2:11][CH2:12]Br.C(=O)([O-])[O-].[K+].[K+], predict the reaction product. The product is: [Br:10][CH2:11][CH2:12][O:9][C:3]1[C:2]([F:1])=[CH:7][CH:6]=[CH:5][C:4]=1[F:8]. (4) Given the reactants [CH2:1]([O:8][C:9]1[CH:14]=[CH:13][C:12]([CH2:15][C:16]([OH:18])=O)=[CH:11][CH:10]=1)[C:2]1[CH:7]=[CH:6][CH:5]=[CH:4][CH:3]=1.[C:19](OC(=O)C)(=O)C, predict the reaction product. The product is: [CH2:1]([O:8][C:9]1[CH:10]=[CH:11][C:12]([CH2:15][C:16](=[O:18])[CH3:19])=[CH:13][CH:14]=1)[C:2]1[CH:3]=[CH:4][CH:5]=[CH:6][CH:7]=1. (5) Given the reactants [Cl:1][C:2]1[CH:7]=[C:6]([C:8]2[CH2:12][C:11]([C:17]3[CH:22]=[C:21]([Cl:23])[C:20]([Cl:24])=[C:19]([Cl:25])[CH:18]=3)([C:13]([F:16])([F:15])[F:14])[O:10][N:9]=2)[CH:5]=[CH:4][C:3]=1[CH2:26][NH:27][C:28](=[O:31])[CH2:29][SH:30].C(N(C(C)C)C(C)C)C.[CH3:41][O:42][CH2:43]Cl.O, predict the reaction product. The product is: [Cl:1][C:2]1[CH:7]=[C:6]([C:8]2[CH2:12][C:11]([C:17]3[CH:18]=[C:19]([Cl:25])[C:20]([Cl:24])=[C:21]([Cl:23])[CH:22]=3)([C:13]([F:16])([F:14])[F:15])[O:10][N:9]=2)[CH:5]=[CH:4][C:3]=1[CH2:26][NH:27][C:28](=[O:31])[CH2:29][S:30][CH2:41][O:42][CH3:43]. (6) Given the reactants [NH:1]1[CH2:4][CH:3]([NH:5][C:6](=[O:22])[CH2:7][NH:8][C:9]2[C:17]3[C:12](=[CH:13][CH:14]=[C:15]([C:18]([F:21])([F:20])[F:19])[CH:16]=3)[NH:11][N:10]=2)[CH2:2]1.[CH:23]([CH:26]1[CH2:31][CH2:30][C:29](=O)[CH2:28][CH2:27]1)([CH3:25])[CH3:24], predict the reaction product. The product is: [CH:23]([CH:26]1[CH2:31][CH2:30][CH:29]([N:1]2[CH2:2][CH:3]([NH:5][C:6](=[O:22])[CH2:7][NH:8][C:9]3[C:17]4[C:12](=[CH:13][CH:14]=[C:15]([C:18]([F:20])([F:19])[F:21])[CH:16]=4)[NH:11][N:10]=3)[CH2:4]2)[CH2:28][CH2:27]1)([CH3:25])[CH3:24].